From a dataset of Catalyst prediction with 721,799 reactions and 888 catalyst types from USPTO. Predict which catalyst facilitates the given reaction. (1) Reactant: [NH:1]([C:3]1[CH:8]=[C:7]([C:9]([F:12])([F:11])[F:10])[CH:6]=[C:5]([O:13][CH3:14])[N:4]=1)[NH2:2].[C:15]1([CH2:21][CH:22]=O)[CH:20]=[CH:19][CH:18]=[CH:17][CH:16]=1. Product: [CH3:14][O:13][C:5]1[CH:6]=[C:7]([C:9]([F:12])([F:10])[F:11])[CH:8]=[C:3]([NH:1][N:2]=[CH:22][CH2:21][C:15]2[CH:20]=[CH:19][CH:18]=[CH:17][CH:16]=2)[N:4]=1. The catalyst class is: 11. (2) The catalyst class is: 3. Reactant: [CH:1]1([C:4]2[CH:9]=[CH:8][C:7]([N:10]3[CH2:14][CH2:13][C:12]4([CH2:19][CH2:18][N:17]([CH2:20][C:21](O)=[O:22])[CH2:16][CH2:15]4)[C:11]3=[O:24])=[CH:6][CH:5]=2)[CH2:3][CH2:2]1.CN(C(O[N:33]1N=N[C:35]2C=CC=C[C:34]1=2)=[N+](C)C)C.[B-](F)(F)(F)F.CCN(CC)CC.C(N)C. Product: [CH:1]1([C:4]2[CH:5]=[CH:6][C:7]([N:10]3[CH2:14][CH2:13][C:12]4([CH2:15][CH2:16][N:17]([CH2:20][C:21]([NH:33][CH2:34][CH3:35])=[O:22])[CH2:18][CH2:19]4)[C:11]3=[O:24])=[CH:8][CH:9]=2)[CH2:2][CH2:3]1. (3) Reactant: [F:1][C:2]1[CH:7]=[CH:6][C:5]([C:8]2[N:9]([C:18]3[CH:23]=[CH:22][C:21]([S:24]([CH3:27])(=[O:26])=[O:25])=[CH:20][CH:19]=3)[CH2:10][C:11](O)([C:13]([F:16])([F:15])[F:14])[N:12]=2)=[CH:4][CH:3]=1.O.C1(C)C=CC(S(O)(=O)=O)=CC=1. Product: [F:1][C:2]1[CH:7]=[CH:6][C:5]([C:8]2[N:9]([C:18]3[CH:23]=[CH:22][C:21]([S:24]([CH3:27])(=[O:25])=[O:26])=[CH:20][CH:19]=3)[CH:10]=[C:11]([C:13]([F:16])([F:14])[F:15])[N:12]=2)=[CH:4][CH:3]=1. The catalyst class is: 11. (4) Reactant: [N+:1]([C:4]1[CH:5]=[C:6]2[C:12](=[CH:13][CH:14]=1)[CH:11]1[CH2:15][CH:7]2[CH2:8][NH:9][CH2:10]1)([O-:3])=[O:2].C(=O)([O-])[O-].[K+].[K+].[CH2:22](I)[CH3:23]. Product: [CH2:22]([N:9]1[CH2:8][CH:7]2[CH2:15][CH:11]([C:12]3[C:6]2=[CH:5][C:4]([N+:1]([O-:3])=[O:2])=[CH:14][CH:13]=3)[CH2:10]1)[CH3:23]. The catalyst class is: 21. (5) Reactant: C(O[C:4]([N:6]1[CH2:12][CH2:11][N:10]([O:13][CH3:14])[CH2:9][CH2:8][N:7]1[C:15](=[O:25])[CH2:16][C:17]1[CH:22]=[C:21]([CH3:23])[CH:20]=[CH:19][C:18]=1[CH3:24])=[O:5])C.C[O-].[Na+]. Product: [CH3:24][C:18]1[CH:19]=[CH:20][C:21]([CH3:23])=[CH:22][C:17]=1[CH:16]1[C:4](=[O:5])[N:6]2[CH2:12][CH2:11][N:10]([O:13][CH3:14])[CH2:9][CH2:8][N:7]2[C:15]1=[O:25]. The catalyst class is: 9. (6) Reactant: P([O-])([O-])([O-])=O.[Na+].[Na+].[Na+].[CH3:9][CH:10]1[CH2:15][CH2:14][N:13]([CH2:16][CH2:17][CH2:18][C:19]([C:21]2[CH:26]=[CH:25][C:24]([F:27])=[CH:23][CH:22]=2)=[O:20])[CH2:12][CH2:11]1.Cl. Product: [CH3:9][CH:10]1[CH2:15][CH2:14][N:13]([CH2:16][CH2:17][CH2:18][C:19]([C:21]2[CH:22]=[CH:23][C:24]([F:27])=[CH:25][CH:26]=2)=[O:20])[CH2:12][CH2:11]1. The catalyst class is: 6.